This data is from NCI-60 drug combinations with 297,098 pairs across 59 cell lines. The task is: Regression. Given two drug SMILES strings and cell line genomic features, predict the synergy score measuring deviation from expected non-interaction effect. (1) Drug 1: CN1C(=O)N2C=NC(=C2N=N1)C(=O)N. Drug 2: C1CC(CCC1OC2=C(C(=CC=C2)Cl)F)(CC3=NC(=CC=C3)NC4=NC=CS4)C(=O)O. Cell line: HCT116. Synergy scores: CSS=20.3, Synergy_ZIP=2.51, Synergy_Bliss=1.73, Synergy_Loewe=-19.9, Synergy_HSA=-0.0355. (2) Drug 1: CCCS(=O)(=O)NC1=C(C(=C(C=C1)F)C(=O)C2=CNC3=C2C=C(C=N3)C4=CC=C(C=C4)Cl)F. Drug 2: CN1C2=C(C=C(C=C2)N(CCCl)CCCl)N=C1CCCC(=O)O.Cl. Cell line: MCF7. Synergy scores: CSS=20.2, Synergy_ZIP=-1.32, Synergy_Bliss=7.32, Synergy_Loewe=6.16, Synergy_HSA=6.10. (3) Drug 1: C1C(C(OC1N2C=NC3=C(N=C(N=C32)Cl)N)CO)O. Drug 2: CCCCCOC(=O)NC1=NC(=O)N(C=C1F)C2C(C(C(O2)C)O)O. Cell line: PC-3. Synergy scores: CSS=14.5, Synergy_ZIP=-4.42, Synergy_Bliss=-1.28, Synergy_Loewe=-9.58, Synergy_HSA=-2.05. (4) Drug 1: COC1=CC(=CC(=C1O)OC)C2C3C(COC3=O)C(C4=CC5=C(C=C24)OCO5)OC6C(C(C7C(O6)COC(O7)C8=CC=CS8)O)O. Drug 2: COC1=NC(=NC2=C1N=CN2C3C(C(C(O3)CO)O)O)N. Cell line: COLO 205. Synergy scores: CSS=45.5, Synergy_ZIP=9.00, Synergy_Bliss=14.6, Synergy_Loewe=-6.54, Synergy_HSA=12.3. (5) Drug 1: COC1=CC(=CC(=C1O)OC)C2C3C(COC3=O)C(C4=CC5=C(C=C24)OCO5)OC6C(C(C7C(O6)COC(O7)C8=CC=CS8)O)O. Drug 2: CCC1=C2CN3C(=CC4=C(C3=O)COC(=O)C4(CC)O)C2=NC5=C1C=C(C=C5)O. Cell line: SNB-19. Synergy scores: CSS=56.0, Synergy_ZIP=-8.60, Synergy_Bliss=-8.61, Synergy_Loewe=-6.78, Synergy_HSA=-3.64.